This data is from Retrosynthesis with 50K atom-mapped reactions and 10 reaction types from USPTO. The task is: Predict the reactants needed to synthesize the given product. (1) Given the product CC(C)C(O)[C@H](C)NC(=O)OC(C)(C)C, predict the reactants needed to synthesize it. The reactants are: CC(C)C(OC(=O)c1ccc([N+](=O)[O-])cc1)[C@H](C)NC(=O)OC(C)(C)C. (2) Given the product COc1ccc(COc2cncc3c2C(=O)c2c(NCCN(C)C)ccc(Cl)c2C3=O)cc1, predict the reactants needed to synthesize it. The reactants are: CN(C)CCN.COc1ccc(COc2cncc3c2C(=O)c2c(F)ccc(Cl)c2C3=O)cc1. (3) Given the product COc1cc(C(=O)Nc2cc(Oc3ccc4nc(NC(=O)C5CC5C)cn4n3)ccc2C)n(C)n1, predict the reactants needed to synthesize it. The reactants are: COc1cc(C(=O)O)n(C)n1.Cc1ccc(Oc2ccc3nc(NC(=O)C4CC4C)cn3n2)cc1N. (4) Given the product CCOc1cc(CN2CCC(Nc3nc4c(C(=O)Nc5cccnc5)cccc4o3)CC2)cc(OCC)c1F, predict the reactants needed to synthesize it. The reactants are: CCOc1cc(C=O)cc(OCC)c1F.O=C(Nc1cccnc1)c1cccc2oc(NC3CCNCC3)nc12. (5) Given the product Brc1ccc(-c2csc3cc(OCCCCN4CCCC4)ccc23)cc1, predict the reactants needed to synthesize it. The reactants are: BrCCCCOc1ccc2c(-c3ccc(Br)cc3)csc2c1.C1CCNC1.